From a dataset of Full USPTO retrosynthesis dataset with 1.9M reactions from patents (1976-2016). Predict the reactants needed to synthesize the given product. (1) Given the product [Cl:22][C:23]1[CH:28]=[CH:27][C:26]([CH2:29][CH2:30][N:31]2[C:2](=[O:7])[C:3]3[C:4](=[CH:18][CH:19]=[CH:20][CH:21]=3)[N:5]=[C:6]2[C:8]2[CH:13]=[CH:12][CH:11]=[CH:10][C:9]=2[OH:14])=[CH:25][CH:24]=1, predict the reactants needed to synthesize it. The reactants are: O=[C:2]1[O:7][C:6]([C:8]2[CH:13]=[CH:12][CH:11]=[CH:10][C:9]=2[O:14]C(=O)C)=[N:5][C:4]2[CH:18]=[CH:19][CH:20]=[CH:21][C:3]1=2.[Cl:22][C:23]1[CH:28]=[CH:27][C:26]([CH2:29][CH2:30][NH2:31])=[CH:25][CH:24]=1. (2) Given the product [CH3:11][O:12][C:13]1[CH:21]=[CH:20][C:16]([C:17]2[O:1][N:2]=[C:3]([C:5]3[CH:10]=[CH:9][CH:8]=[CH:7][N:6]=3)[N:4]=2)=[C:15]([OH:22])[CH:14]=1, predict the reactants needed to synthesize it. The reactants are: [OH:1][NH:2][C:3]([C:5]1[CH:10]=[CH:9][CH:8]=[CH:7][N:6]=1)=[NH:4].[CH3:11][O:12][C:13]1[CH:14]=[C:15]([OH:22])[C:16](=[CH:20][CH:21]=1)[C:17](O)=O.